Dataset: CYP1A2 inhibition data for predicting drug metabolism from PubChem BioAssay. Task: Regression/Classification. Given a drug SMILES string, predict its absorption, distribution, metabolism, or excretion properties. Task type varies by dataset: regression for continuous measurements (e.g., permeability, clearance, half-life) or binary classification for categorical outcomes (e.g., BBB penetration, CYP inhibition). Dataset: cyp1a2_veith. (1) The molecule is Cc1nc2ncnn2c(C)c1CCC(=O)NCc1ccccc1. The result is 0 (non-inhibitor). (2) The molecule is O=c1c(-c2ccc(F)c(F)c2)nc2cncnc2n1-c1ccccc1. The result is 1 (inhibitor). (3) The compound is Cc1cc(=O)oc(C)c1C(=O)NCc1ccccn1. The result is 1 (inhibitor). (4) The drug is COc1ccc2oc(-c3ccc(C)c(NC(=O)c4ccc(N5CCOCC5)c([N+](=O)[O-])c4)c3)nc2c1. The result is 0 (non-inhibitor). (5) The molecule is Nc1ccc(N(S(=O)(=O)c2ccccc2)S(=O)(=O)c2ccccc2)c(Cl)c1. The result is 0 (non-inhibitor).